Dataset: Reaction yield outcomes from USPTO patents with 853,638 reactions. Task: Predict the reaction yield, written as a fraction of the theoretical maximum amount of product (1.0 means a 100% yield; for example, 0.34 means a 34% yield). The reactants are Cl.[CH3:2][NH:3][CH3:4].C[Al](C)C.[O:9]([C:16]1[CH:17]=[C:18]([N:22]([CH2:30][C:31]2[CH:32]=[C:33]([CH:38]=[CH:39][CH:40]=2)[C:34](OC)=[O:35])[CH2:23][CH:24]([OH:29])[C:25]([F:28])([F:27])[F:26])[CH:19]=[CH:20][CH:21]=1)[C:10]1[CH:15]=[CH:14][CH:13]=[CH:12][CH:11]=1.CN([Al]CCl)C. The catalyst is C1(C)C=CC=CC=1.C(OCC)(=O)C. The product is [CH3:2][N:3]([CH3:4])[C:34](=[O:35])[C:33]1[CH:38]=[CH:39][CH:40]=[C:31]([CH2:30][N:22]([C:18]2[CH:19]=[CH:20][CH:21]=[C:16]([O:9][C:10]3[CH:15]=[CH:14][CH:13]=[CH:12][CH:11]=3)[CH:17]=2)[CH2:23][CH:24]([OH:29])[C:25]([F:28])([F:27])[F:26])[CH:32]=1. The yield is 0.910.